From a dataset of Reaction yield outcomes from USPTO patents with 853,638 reactions. Predict the reaction yield, written as a fraction of the theoretical maximum amount of product (1.0 means a 100% yield; for example, 0.34 means a 34% yield). (1) The reactants are ClCCl.[C:4]([Si:8]([CH3:11])([CH3:10])Cl)([CH3:7])([CH3:6])[CH3:5].[N:12]([C@@H:15]1[CH2:20][C@H:19]([OH:21])[C@@H:18]([CH2:22][OH:23])[O:17][CH2:16]1)=[N+:13]=[N-:14].C(N(CC)CC)C. The catalyst is C(Cl)(Cl)Cl. The product is [N:12]([C@@H:15]1[CH2:20][C@H:19]([OH:21])[C@@H:18]([CH2:22][O:23][Si:8]([C:4]([CH3:7])([CH3:6])[CH3:5])([CH3:11])[CH3:10])[O:17][CH2:16]1)=[N+:13]=[N-:14]. The yield is 0.890. (2) The reactants are [CH:1]1([SH:6])[CH2:5][CH2:4][CH2:3][CH2:2]1.[OH-].[K+].Br[C:10]([CH3:17])([CH3:16])[C:11]([O:13][CH2:14][CH3:15])=[O:12]. The catalyst is C(O)C. The product is [CH2:14]([O:13][C:11](=[O:12])[C:10]([S:6][CH:1]1[CH2:5][CH2:4][CH2:3][CH2:2]1)([CH3:17])[CH3:16])[CH3:15]. The yield is 0.770. (3) The reactants are [OH-].[Na+].[O:3]=[C:4]1[CH2:9][N:8](C(=O)C(F)(F)F)[CH2:7][CH2:6][N:5]1[C:16]1[CH:21]=[CH:20][C:19]([S:22]([NH:25][C:26]2[S:27][CH:28]=[CH:29][N:30]=2)(=[O:24])=[O:23])=[CH:18][CH:17]=1.Cl. The catalyst is O. The product is [O:3]=[C:4]1[CH2:9][NH:8][CH2:7][CH2:6][N:5]1[C:16]1[CH:17]=[CH:18][C:19]([S:22]([NH:25][C:26]2[S:27][CH:28]=[CH:29][N:30]=2)(=[O:24])=[O:23])=[CH:20][CH:21]=1. The yield is 0.640. (4) The reactants are Br[C:2]1[CH:3]=[CH:4][C:5]([CH:8]=[O:9])=[N:6][CH:7]=1.CN(C1CCCCC1)C1CCCCC1.[C:24]([O:28][CH3:29])(=[O:27])[CH:25]=[CH2:26]. The catalyst is O1CCOCC1.C1C=CC(/C=C/C(/C=C/C2C=CC=CC=2)=O)=CC=1.C1C=CC(/C=C/C(/C=C/C2C=CC=CC=2)=O)=CC=1.C1C=CC(/C=C/C(/C=C/C2C=CC=CC=2)=O)=CC=1.[Pd].[Pd]. The product is [CH3:29][O:28][C:24](=[O:27])/[CH:25]=[CH:26]/[C:2]1[CH:7]=[N:6][C:5]([CH:8]=[O:9])=[CH:4][CH:3]=1. The yield is 0.750.